From a dataset of Catalyst prediction with 721,799 reactions and 888 catalyst types from USPTO. Predict which catalyst facilitates the given reaction. (1) Reactant: Cl.[NH2:2][C:3]1[CH:11]=[CH:10][C:6]([C:7]([NH2:9])=[NH:8])=[CH:5][CH:4]=1.C([O:15][C:16]1[CH:23]=[CH:22][C:19]([CH:20]=O)=[CH:18][C:17]=1[O:24][CH3:25])(=O)C.[CH2:26]1[C:34]2[C:29](=[CH:30][CH:31]=[CH:32][CH:33]=2)[CH:28]=[CH:27]1.[O-]S(C(F)(F)F)(=O)=O.[In+3].[O-]S(C(F)(F)F)(=O)=O.[O-]S(C(F)(F)F)(=O)=O.[OH-].[NH4+]. Product: [OH:15][C:16]1[CH:23]=[CH:22][C:19]([CH:20]2[CH:27]3[CH2:28][C:29]4[C:34]([CH:26]3[C:11]3[C:3](=[CH:4][CH:5]=[C:6]([C:7]([NH2:9])=[NH:8])[CH:10]=3)[NH:2]2)=[CH:33][CH:32]=[CH:31][CH:30]=4)=[CH:18][C:17]=1[O:24][CH3:25]. The catalyst class is: 10. (2) Reactant: [Cl-:1].[N+]([C:5]1[CH:10]=[C:9]([N+]([O-])=O)[CH:8]=[CH:7][C:6]=1[N+:14]1[CH:19]=[CH:18][C:17]([C:20]2[CH:25]=[CH:24][NH+:23]=[CH:22][CH:21]=2)=[CH:16][CH:15]=1)([O-])=O.[Cl-].[CH:27](C1C=CC=CC=1N)([CH3:29])[CH3:28]. Product: [Cl-:1].[CH:27]([C:5]1[CH:10]=[CH:9][CH:8]=[CH:7][C:6]=1[N+:14]1[CH:19]=[CH:18][C:17]([C:20]2[CH:25]=[CH:24][NH+:23]=[CH:22][CH:21]=2)=[CH:16][CH:15]=1)([CH3:29])[CH3:28].[Cl-:1]. The catalyst class is: 6. (3) Reactant: [C:1]([C:3]1[CH:4]=[C:5]([NH2:10])[C:6]([NH2:9])=[CH:7][CH:8]=1)#[N:2].[S:11]1[C:15]2[CH:16]=[CH:17][CH:18]=[CH:19][C:14]=2[CH:13]=[C:12]1[S:20](Cl)(=[O:22])=[O:21]. Product: [C:1]([C:3]1[CH:8]=[CH:7][C:6]([NH:9][S:20]([C:12]2[S:11][C:15]3[CH:16]=[CH:17][CH:18]=[CH:19][C:14]=3[CH:13]=2)(=[O:22])=[O:21])=[C:5]([NH:10][S:20]([C:12]2[S:11][C:15]3[CH:16]=[CH:17][CH:18]=[CH:19][C:14]=3[CH:13]=2)(=[O:21])=[O:22])[CH:4]=1)#[N:2]. The catalyst class is: 300. (4) Reactant: C([N:4]1[C:12]2[C:7](=[CH:8][C:9]([NH:13][C:14]([C:16]3[C:17]([C:22]4[CH:27]=[CH:26][C:25]([C:28]([F:31])([F:30])[F:29])=[CH:24][CH:23]=4)=[CH:18][CH:19]=[CH:20][CH:21]=3)=[O:15])=[CH:10][CH:11]=2)[CH2:6][CH2:5]1)(=O)C.Cl.C(OCC)(=O)C.C(=O)([O-])[O-].[K+].[K+]. Product: [NH:4]1[C:12]2[C:7](=[CH:8][C:9]([NH:13][C:14]([C:16]3[C:17]([C:22]4[CH:23]=[CH:24][C:25]([C:28]([F:29])([F:30])[F:31])=[CH:26][CH:27]=4)=[CH:18][CH:19]=[CH:20][CH:21]=3)=[O:15])=[CH:10][CH:11]=2)[CH2:6][CH2:5]1. The catalyst class is: 364.